This data is from NCI-60 drug combinations with 297,098 pairs across 59 cell lines. The task is: Regression. Given two drug SMILES strings and cell line genomic features, predict the synergy score measuring deviation from expected non-interaction effect. (1) Drug 1: C1=CC(=CC=C1C#N)C(C2=CC=C(C=C2)C#N)N3C=NC=N3. Drug 2: CNC(=O)C1=NC=CC(=C1)OC2=CC=C(C=C2)NC(=O)NC3=CC(=C(C=C3)Cl)C(F)(F)F. Cell line: K-562. Synergy scores: CSS=-12.0, Synergy_ZIP=9.66, Synergy_Bliss=7.55, Synergy_Loewe=0.332, Synergy_HSA=-3.09. (2) Cell line: HL-60(TB). Synergy scores: CSS=60.3, Synergy_ZIP=-0.0785, Synergy_Bliss=-4.94, Synergy_Loewe=-26.8, Synergy_HSA=-3.71. Drug 2: CCCCC(=O)OCC(=O)C1(CC(C2=C(C1)C(=C3C(=C2O)C(=O)C4=C(C3=O)C=CC=C4OC)O)OC5CC(C(C(O5)C)O)NC(=O)C(F)(F)F)O. Drug 1: C(=O)(N)NO. (3) Drug 1: C1=C(C(=O)NC(=O)N1)F. Drug 2: CCC1=C2CN3C(=CC4=C(C3=O)COC(=O)C4(CC)O)C2=NC5=C1C=C(C=C5)O. Cell line: MDA-MB-435. Synergy scores: CSS=31.8, Synergy_ZIP=-2.64, Synergy_Bliss=-0.453, Synergy_Loewe=1.67, Synergy_HSA=2.00. (4) Drug 1: CN1CCC(CC1)COC2=C(C=C3C(=C2)N=CN=C3NC4=C(C=C(C=C4)Br)F)OC. Drug 2: C(=O)(N)NO. Cell line: NCI-H460. Synergy scores: CSS=19.4, Synergy_ZIP=-1.31, Synergy_Bliss=0.454, Synergy_Loewe=3.17, Synergy_HSA=3.05. (5) Drug 1: C1=CC=C(C(=C1)C(C2=CC=C(C=C2)Cl)C(Cl)Cl)Cl. Drug 2: C(CCl)NC(=O)N(CCCl)N=O. Cell line: SK-MEL-28. Synergy scores: CSS=3.71, Synergy_ZIP=-1.56, Synergy_Bliss=0.692, Synergy_Loewe=-1.74, Synergy_HSA=-0.711. (6) Drug 1: C1CC(=O)NC(=O)C1N2CC3=C(C2=O)C=CC=C3N. Drug 2: CS(=O)(=O)OCCCCOS(=O)(=O)C. Cell line: NCI-H322M. Synergy scores: CSS=10.4, Synergy_ZIP=14.0, Synergy_Bliss=16.9, Synergy_Loewe=14.0, Synergy_HSA=12.6. (7) Drug 1: C1=C(C(=O)NC(=O)N1)N(CCCl)CCCl. Drug 2: C1=CC(=CC=C1CCCC(=O)O)N(CCCl)CCCl. Cell line: LOX IMVI. Synergy scores: CSS=58.2, Synergy_ZIP=1.51, Synergy_Bliss=4.92, Synergy_Loewe=4.87, Synergy_HSA=10.4.